This data is from Full USPTO retrosynthesis dataset with 1.9M reactions from patents (1976-2016). The task is: Predict the reactants needed to synthesize the given product. (1) Given the product [Cl:10][C:8]1[CH:7]=[CH:6][C:5](/[CH:11]=[CH:12]/[C:13]([N:15]2[CH2:20][CH2:19][N:18]([CH2:21][C:22]3[CH:23]=[CH:24][C:25]([F:28])=[CH:26][CH:27]=3)[CH2:17][CH:16]2[CH3:29])=[O:14])=[C:4]([CH:9]=1)[C:3]([OH:30])=[O:2], predict the reactants needed to synthesize it. The reactants are: C[O:2][C:3](=[O:30])[C:4]1[CH:9]=[C:8]([Cl:10])[CH:7]=[CH:6][C:5]=1/[CH:11]=[CH:12]/[C:13]([N:15]1[CH2:20][CH2:19][N:18]([CH2:21][C:22]2[CH:27]=[CH:26][C:25]([F:28])=[CH:24][CH:23]=2)[CH2:17][CH:16]1[CH3:29])=[O:14].CO.[OH-].[Na+].Cl. (2) Given the product [NH2:1][C:2]1[N:10]=[C:9]([O:11][CH2:12][CH2:13][CH2:14][CH3:15])[N:8]=[C:7]2[C:3]=1[NH:4][C:5](=[O:31])[N:6]2[CH2:16][CH2:17][CH2:18][NH:19][C:20]1[CH:21]=[C:22]([CH2:26][C:27]([OH:29])=[O:28])[CH:23]=[CH:24][CH:25]=1, predict the reactants needed to synthesize it. The reactants are: [NH2:1][C:2]1[N:10]=[C:9]([O:11][CH2:12][CH2:13][CH2:14][CH3:15])[N:8]=[C:7]2[C:3]=1[NH:4][C:5](=[O:31])[N:6]2[CH2:16][CH2:17][CH2:18][NH:19][C:20]1[CH:21]=[C:22]([CH2:26][C:27]([O:29]C)=[O:28])[CH:23]=[CH:24][CH:25]=1.[OH-].[Li+]. (3) Given the product [Cl:8][CH2:9][C:10]([CH3:15])([CH3:14])[C:11]([NH:39][C:35]1[CH:36]=[CH:37][CH:38]=[C:33]([C:24]2[C:25]3[C:20](=[CH:19][C:18]([O:17][CH3:16])=[C:27]4[O:28][C:29]([CH3:31])([CH3:32])[CH2:30][C:26]4=3)[CH2:21][C:22]([CH3:41])([CH3:40])[N:23]=2)[CH:34]=1)=[O:12], predict the reactants needed to synthesize it. The reactants are: C(N(CC)CC)C.[Cl:8][CH2:9][C:10]([CH3:15])([CH3:14])[C:11](Cl)=[O:12].[CH3:16][O:17][C:18]1[CH:19]=[C:20]2[C:25](=[C:26]3[CH2:30][C:29]([CH3:32])([CH3:31])[O:28][C:27]=13)[C:24]([C:33]1[CH:34]=[C:35]([NH2:39])[CH:36]=[CH:37][CH:38]=1)=[N:23][C:22]([CH3:41])([CH3:40])[CH2:21]2. (4) Given the product [CH2:1]([O:3][C:4]([CH:6]1[C:14]2[C:9](=[CH:10][C:11]([N:15]3[C:16]4=[N:17][CH:18]=[CH:19][CH:20]=[C:21]4[N:22]=[CH:24]3)=[CH:12][CH:13]=2)[C:8](=[O:23])[CH2:7]1)=[O:5])[CH3:2], predict the reactants needed to synthesize it. The reactants are: [CH2:1]([O:3][C:4]([CH:6]1[C:14]2[C:9](=[CH:10][C:11]([NH:15][C:16]3[C:21]([NH2:22])=[CH:20][CH:19]=[CH:18][N:17]=3)=[CH:12][CH:13]=2)[C:8](=[O:23])[CH2:7]1)=[O:5])[CH3:2].[CH:24](OCC)(OCC)OCC. (5) Given the product [N:7]1[CH:15]=[C:9]([C:10]([O:12][CH2:13][CH3:14])=[O:11])[N:2]2[C:3]=1[CH:4]=[CH:5][CH:6]=[N:1]2, predict the reactants needed to synthesize it. The reactants are: [N:1]1[CH:6]=[CH:5][CH:4]=[C:3]([NH2:7])[N:2]=1.Cl[CH:9]([CH:15]=O)[C:10]([O:12][CH2:13][CH3:14])=[O:11].